From a dataset of Forward reaction prediction with 1.9M reactions from USPTO patents (1976-2016). Predict the product of the given reaction. (1) Given the reactants [C:1]([O:5][C:6]([N:8]1[CH2:12][CH:11]([C:13]#[N:14])[CH2:10][CH:9]1[C:15](=O)[NH:16][CH2:17][C:18]([C:20]1[CH:25]=[CH:24][C:23]([Br:26])=[CH:22][CH:21]=1)=O)=[O:7])([CH3:4])([CH3:3])[CH3:2].C(O)(=O)C.[NH3:32], predict the reaction product. The product is: [C:1]([O:5][C:6]([N:8]1[CH2:12][CH:11]([C:13]#[N:14])[CH2:10][CH:9]1[C:15]1[NH:32][C:18]([C:20]2[CH:25]=[CH:24][C:23]([Br:26])=[CH:22][CH:21]=2)=[CH:17][N:16]=1)=[O:7])([CH3:4])([CH3:3])[CH3:2]. (2) Given the reactants [CH2:1]([N:6]1[C:10](=[O:11])[C:9](=[CH:12][C:13]([OH:15])=O)[S:8][CH:7]1[C:16]1[CH:21]=[CH:20][CH:19]=[CH:18][CH:17]=1)[CH2:2][CH:3]([CH3:5])[CH3:4].OC(C(F)(F)F)=O.[NH:29]1[CH2:34][CH2:33][CH:32]([N:35]2[CH2:44][C:43]3[C:38](=[CH:39][CH:40]=[CH:41][CH:42]=3)[NH:37][C:36]2=[O:45])[CH2:31][CH2:30]1.CCN(C(C)C)C(C)C.CN(C(ON1N=NC2C=CC=NC1=2)=[N+](C)C)C.F[P-](F)(F)(F)(F)F, predict the reaction product. The product is: [CH2:1]([N:6]1[C:10](=[O:11])[C:9](=[CH:12][C:13]([N:29]2[CH2:30][CH2:31][CH:32]([N:35]3[CH2:44][C:43]4[C:38](=[CH:39][CH:40]=[CH:41][CH:42]=4)[NH:37][C:36]3=[O:45])[CH2:33][CH2:34]2)=[O:15])[S:8][CH:7]1[C:16]1[CH:21]=[CH:20][CH:19]=[CH:18][CH:17]=1)[CH2:2][CH:3]([CH3:4])[CH3:5]. (3) Given the reactants [Cl:1][C:2]1[CH:8]=[CH:7][C:5]([NH2:6])=[C:4]([F:9])[CH:3]=1.[I:10]I, predict the reaction product. The product is: [Cl:1][C:2]1[CH:8]=[C:7]([I:10])[C:5]([NH2:6])=[C:4]([F:9])[CH:3]=1. (4) Given the reactants [CH3:1][C@H:2]1[CH2:7][N:6]([CH:8]2[CH2:11][O:10][CH2:9]2)[C@H:5]([CH3:12])[CH2:4][N:3]1[C:13]1[CH:14]=[CH:15][C:16]([NH:19][C:20]2[C:21](=[O:36])[N:22]([CH3:35])[CH:23]=[C:24](B3OC(C)(C)C(C)(C)O3)[CH:25]=2)=[N:17][CH:18]=1.Cl[C:38]1[C:43]([CH:44]=[O:45])=[C:42]([N:46]2[CH2:59][CH2:58][N:49]3[C:50]4[CH2:51][CH2:52][CH2:53][CH2:54][C:55]=4[C:56]([F:57])=[C:48]3[C:47]2=[O:60])[N:41]=[CH:40][CH:39]=1.[O-]P([O-])([O-])=O.[K+].[K+].[K+].C([O-])(=O)C.[Na+], predict the reaction product. The product is: [CH3:1][C@H:2]1[CH2:7][N:6]([CH:8]2[CH2:11][O:10][CH2:9]2)[C@H:5]([CH3:12])[CH2:4][N:3]1[C:13]1[CH:14]=[CH:15][C:16]([NH:19][C:20]2[C:21](=[O:36])[N:22]([CH3:35])[CH:23]=[C:24]([C:38]3[C:43]([CH:44]=[O:45])=[C:42]([N:46]4[CH2:59][CH2:58][N:49]5[C:50]6[CH2:51][CH2:52][CH2:53][CH2:54][C:55]=6[C:56]([F:57])=[C:48]5[C:47]4=[O:60])[N:41]=[CH:40][CH:39]=3)[CH:25]=2)=[N:17][CH:18]=1. (5) Given the reactants FC(F)(F)S(O[C:7]1[C:12]([C:13](=[O:15])[CH3:14])=[CH:11][C:10]([Cl:16])=[C:9]([CH3:17])[C:8]=1[N+:18]([O-:20])=[O:19])(=O)=O.[F:23][C:24]1[CH:25]=[C:26](B(O)O)[CH:27]=[CH:28][CH:29]=1.N#N, predict the reaction product. The product is: [Cl:16][C:10]1[C:9]([CH3:17])=[C:8]([N+:18]([O-:20])=[O:19])[C:7]([C:28]2[CH:27]=[CH:26][CH:25]=[C:24]([F:23])[CH:29]=2)=[C:12]([C:13](=[O:15])[CH3:14])[CH:11]=1. (6) Given the reactants [O:1]1[C:5]2[CH:6]=[CH:7][CH:8]=[C:9]([N:10]3[CH:15]=[CH:14][C:13](=[O:16])[C:12]([C:17](=O)/[CH:18]=[CH:19]/[N:20](C)C)=[N:11]3)[C:4]=2[O:3][CH2:2]1.[O:24]1[C:28]2[CH:29]=[CH:30][C:31]([NH:33]N)=[CH:32][C:27]=2[O:26][CH2:25]1.N([O-])=O.[Na+].[Sn](Cl)Cl, predict the reaction product. The product is: [O:1]1[C:5]2[CH:6]=[CH:7][CH:8]=[C:9]([N:10]3[CH:15]=[CH:14][C:13](=[O:16])[C:12]([C:17]4[N:33]([C:31]5[CH:30]=[CH:29][C:28]6[O:24][CH2:25][O:26][C:27]=6[CH:32]=5)[N:20]=[CH:19][CH:18]=4)=[N:11]3)[C:4]=2[O:3][CH2:2]1.